From a dataset of Catalyst prediction with 721,799 reactions and 888 catalyst types from USPTO. Predict which catalyst facilitates the given reaction. The catalyst class is: 30. Product: [CH:29]1([C:32]([NH:1][C:2]2[S:3][C:4]3[C:9]([N:10]=2)=[CH:8][CH:7]=[C:6]([O:11][C:12]2[CH:13]=[C:14]([CH:19]=[CH:20][CH:21]=2)[C:15]([OH:17])=[O:16])[N:5]=3)=[O:33])[CH2:31][CH2:30]1. Reactant: [NH2:1][C:2]1[S:3][C:4]2[C:9]([N:10]=1)=[CH:8][CH:7]=[C:6]([O:11][C:12]1[CH:13]=[C:14]([CH:19]=[CH:20][CH:21]=1)[C:15]([O:17]C)=[O:16])[N:5]=2.C(N(CC)CC)C.[CH:29]1([C:32](Cl)=[O:33])[CH2:31][CH2:30]1.